Dataset: Catalyst prediction with 721,799 reactions and 888 catalyst types from USPTO. Task: Predict which catalyst facilitates the given reaction. (1) Reactant: [Cl:1][C:2]1[CH:7]=[CH:6][C:5](B(O)O)=[CH:4][CH:3]=1.Br[C:12]1[CH:19]=[CH:18][C:15]([CH:16]=[O:17])=[CH:14][CH:13]=1. Product: [Cl:1][C:2]1[CH:7]=[CH:6][C:5]([C:12]2[CH:19]=[CH:18][C:15]([CH:16]=[O:17])=[CH:14][CH:13]=2)=[CH:4][CH:3]=1. The catalyst class is: 216. (2) Reactant: [Cl:1][C:2]1[C:10]2[N:9]=[C:8]3[N:11]([C:15]4[C:16]([CH3:23])=[N:17][C:18]([O:21][CH3:22])=[CH:19][CH:20]=4)[CH2:12][CH2:13][CH2:14][N:7]3[C:6]=2[C:5]([CH:24]([OH:29])[C:25]([F:28])([F:27])[F:26])=[CH:4][CH:3]=1.[H-].[Na+].[CH3:32]I. Product: [Cl:1][C:2]1[C:10]2[N:9]=[C:8]3[N:11]([C:15]4[C:16]([CH3:23])=[N:17][C:18]([O:21][CH3:22])=[CH:19][CH:20]=4)[CH2:12][CH2:13][CH2:14][N:7]3[C:6]=2[C:5]([CH:24]([O:29][CH3:32])[C:25]([F:26])([F:28])[F:27])=[CH:4][CH:3]=1. The catalyst class is: 9. (3) Reactant: O1[C:5]2([CH2:10][CH2:9][CH:8]([C@H:11]3[CH2:27][C@H:15]4[O:16][C:17]5[C:22]([F:23])=[C:21]([O:24][CH2:25][CH3:26])[CH:20]=[CH:19][C:18]=5[C@@H:14]4[CH2:13][CH2:12]3)[CH2:7][CH2:6]2)[O:4]CC1.C(O)=O.O. Product: [CH2:25]([O:24][C:21]1[CH:20]=[CH:19][C:18]2[C@@H:14]3[CH2:13][CH2:12][C@@H:11]([CH:8]4[CH2:9][CH2:10][C:5](=[O:4])[CH2:6][CH2:7]4)[CH2:27][C@H:15]3[O:16][C:17]=2[C:22]=1[F:23])[CH3:26]. The catalyst class is: 11.